This data is from Reaction yield outcomes from USPTO patents with 853,638 reactions. The task is: Predict the reaction yield, written as a fraction of the theoretical maximum amount of product (1.0 means a 100% yield; for example, 0.34 means a 34% yield). The yield is 0.690. The catalyst is CN(C)C=O.CN(C)C1C=CN=CC=1. The reactants are [CH3:1][S:2]([NH:5][C:6]1[CH:21]=[CH:20][C:9]2[NH:10][C:11]([CH2:16][C:17](O)=[O:18])=[N:12][S:13](=[O:15])(=[O:14])[C:8]=2[CH:7]=1)(=[O:4])=[O:3].[F:22][C:23]1[CH:28]=[CH:27][C:26]([CH2:29][NH:30][C@H:31]2[CH:39]3[CH:34]4[CH2:35][CH:36]5[CH:38]3[CH:37]5[CH:33]4[C@H:32]2[C:40](OCC)=[O:41])=[CH:25][CH:24]=1.Cl.CN(C)CCCN=C=NCC.Cl.[O-]CC.[Na+]. The product is [F:22][C:23]1[CH:28]=[CH:27][C:26]([CH2:29][N:30]2[C:17](=[O:18])[C:16]([C:11]3[NH:10][C:9]4[CH:20]=[CH:21][C:6]([NH:5][S:2]([CH3:1])(=[O:4])=[O:3])=[CH:7][C:8]=4[S:13](=[O:14])(=[O:15])[N:12]=3)=[C:40]([OH:41])[C@H:32]3[C@@H:31]2[CH:39]2[CH:38]4[CH:37]5[CH:33]3[CH:34]2[CH2:35][CH:36]45)=[CH:25][CH:24]=1.